This data is from NCI-60 drug combinations with 297,098 pairs across 59 cell lines. The task is: Regression. Given two drug SMILES strings and cell line genomic features, predict the synergy score measuring deviation from expected non-interaction effect. (1) Drug 1: C1=NC2=C(N=C(N=C2N1C3C(C(C(O3)CO)O)F)Cl)N. Drug 2: C1CNP(=O)(OC1)N(CCCl)CCCl. Cell line: NCI-H226. Synergy scores: CSS=-1.76, Synergy_ZIP=-1.11, Synergy_Bliss=-5.42, Synergy_Loewe=-1.80, Synergy_HSA=-5.21. (2) Drug 1: C1=CN(C(=O)N=C1N)C2C(C(C(O2)CO)O)(F)F. Drug 2: B(C(CC(C)C)NC(=O)C(CC1=CC=CC=C1)NC(=O)C2=NC=CN=C2)(O)O. Cell line: HCT116. Synergy scores: CSS=77.3, Synergy_ZIP=-0.643, Synergy_Bliss=-3.21, Synergy_Loewe=-7.17, Synergy_HSA=-1.80. (3) Drug 1: CN(CCCl)CCCl.Cl. Drug 2: CC1C(C(CC(O1)OC2CC(CC3=C2C(=C4C(=C3O)C(=O)C5=CC=CC=C5C4=O)O)(C(=O)C)O)N)O. Cell line: SK-OV-3. Synergy scores: CSS=31.5, Synergy_ZIP=-1.79, Synergy_Bliss=0.0769, Synergy_Loewe=-18.5, Synergy_HSA=1.27. (4) Drug 1: CC1=C(C(=CC=C1)Cl)NC(=O)C2=CN=C(S2)NC3=CC(=NC(=N3)C)N4CCN(CC4)CCO. Drug 2: CC(C)(C#N)C1=CC(=CC(=C1)CN2C=NC=N2)C(C)(C)C#N. Cell line: OVCAR-8. Synergy scores: CSS=-0.350, Synergy_ZIP=0.201, Synergy_Bliss=2.16, Synergy_Loewe=-1.53, Synergy_HSA=-0.620. (5) Drug 1: C1CCC(C1)C(CC#N)N2C=C(C=N2)C3=C4C=CNC4=NC=N3. Drug 2: C1=NC(=NC(=O)N1C2C(C(C(O2)CO)O)O)N. Cell line: A498. Synergy scores: CSS=6.39, Synergy_ZIP=0.286, Synergy_Bliss=3.19, Synergy_Loewe=0.231, Synergy_HSA=2.28.